From a dataset of Reaction yield outcomes from USPTO patents with 853,638 reactions. Predict the reaction yield, written as a fraction of the theoretical maximum amount of product (1.0 means a 100% yield; for example, 0.34 means a 34% yield). (1) The reactants are [C:1]1([N:7]2[C:11]([NH2:12])=[CH:10][C:9]([C:13]([CH3:19])([CH3:18])[C:14]([F:17])([F:16])[F:15])=[N:8]2)[CH:6]=[CH:5][CH:4]=[CH:3][CH:2]=1.C(=O)([O-])[O-].[K+].[K+].Cl[C:27]([O:29][C:30]1[CH:35]=[CH:34][CH:33]=[CH:32][CH:31]=1)=[O:28]. The catalyst is C(Cl)Cl. The product is [C:1]1([N:7]2[C:11]([NH:12][C:27](=[O:28])[O:29][C:30]3[CH:35]=[CH:34][CH:33]=[CH:32][CH:31]=3)=[CH:10][C:9]([C:13]([CH3:19])([CH3:18])[C:14]([F:16])([F:17])[F:15])=[N:8]2)[CH:2]=[CH:3][CH:4]=[CH:5][CH:6]=1. The yield is 0.870. (2) The reactants are [CH2:1]([N:8]1[C:14](=O)[C:13]2[CH:16]=[CH:17][N:18]=[C:19]([Cl:20])[C:12]=2[O:11][CH2:10][CH2:9]1)[C:2]1[CH:7]=[CH:6][CH:5]=[CH:4][CH:3]=1.CO. The catalyst is C1COCC1. The product is [CH2:1]([N:8]1[CH2:14][C:13]2[CH:16]=[CH:17][N:18]=[C:19]([Cl:20])[C:12]=2[O:11][CH2:10][CH2:9]1)[C:2]1[CH:7]=[CH:6][CH:5]=[CH:4][CH:3]=1. The yield is 0.790. (3) The reactants are CCN(C(C)C)C(C)C.[CH3:10][O:11][C:12]1[CH:13]=[CH:14][CH:15]=[C:16]2[C:21]=1[O:20][C:19](=[O:22])[C:18]([C:23]([OH:25])=O)=[CH:17]2.CN(C(ON1N=NC2C=CC=NC1=2)=[N+](C)C)C.F[P-](F)(F)(F)(F)F.[NH2:50][C:51]1[CH:52]=[C:53]([C:57]2[CH:62]=[CH:61][CH:60]=[CH:59][C:58]=2[NH:63][C:64](=[O:66])[CH3:65])[CH:54]=[CH:55][CH:56]=1. The catalyst is CN(C=O)C. The product is [C:64]([NH:63][C:58]1[CH:59]=[CH:60][CH:61]=[CH:62][C:57]=1[C:53]1[CH:54]=[CH:55][CH:56]=[C:51]([NH:50][C:23]([C:18]2[C:19](=[O:22])[O:20][C:21]3[C:16]([CH:17]=2)=[CH:15][CH:14]=[CH:13][C:12]=3[O:11][CH3:10])=[O:25])[CH:52]=1)(=[O:66])[CH3:65]. The yield is 0.690. (4) The reactants are [CH2:1]([CH:8]1[NH:13][CH2:12][CH2:11][N:10]([C:14]2[CH:22]=[C:21]3[C:17]([C:18]([CH2:26][CH3:27])=[N:19][N:20]3[CH:23]([CH3:25])[CH3:24])=[CH:16][CH:15]=2)[CH2:9]1)[C:2]1[CH:7]=[CH:6][CH:5]=[CH:4][CH:3]=1.Cl[C:29]1[CH:34]=[N:33][CH:32]=[CH:31][N:30]=1. No catalyst specified. The product is [CH2:1]([C@@H:8]1[N:13]([C:29]2[CH:34]=[N:33][CH:32]=[CH:31][N:30]=2)[CH2:12][CH2:11][N:10]([C:14]2[CH:22]=[C:21]3[C:17]([C:18]([CH2:26][CH3:27])=[N:19][N:20]3[CH:23]([CH3:24])[CH3:25])=[CH:16][CH:15]=2)[CH2:9]1)[C:2]1[CH:3]=[CH:4][CH:5]=[CH:6][CH:7]=1. The yield is 0.120. (5) The reactants are C1(C(C2C=CC=CC=2)[N:8]2[CH2:11][C:10]([CH2:15][CH3:16])([N:12]([CH3:14])[CH3:13])[CH2:9]2)C=CC=CC=1.[ClH:23]. The catalyst is C(O)C.[OH-].[OH-].[Pd+2]. The product is [ClH:23].[ClH:23].[CH2:15]([C:10]1([N:12]([CH3:14])[CH3:13])[CH2:11][NH:8][CH2:9]1)[CH3:16]. The yield is 1.12. (6) The reactants are [CH:1]1([NH:7][C:8]2[C:13](C(O)=O)=[CH:12][N:11]=[C:10]3[N:17]([CH2:20][O:21][CH2:22][CH2:23][Si:24]([CH3:27])([CH3:26])[CH3:25])[CH:18]=[CH:19][C:9]=23)[CH2:6][CH2:5][CH2:4][CH2:3][CH2:2]1.C1(P([N:42]=[N+]=[N-])(C2C=CC=CC=2)=O)C=CC=CC=1.C(Cl)Cl.[C:48]([O-:51])(O)=O.[Na+]. The catalyst is O1CCOCC1. The product is [CH:1]1([N:7]2[C:8]3=[C:9]4[CH:19]=[CH:18][N:17]([CH2:20][O:21][CH2:22][CH2:23][Si:24]([CH3:26])([CH3:25])[CH3:27])[C:10]4=[N:11][CH:12]=[C:13]3[NH:42][C:48]2=[O:51])[CH2:6][CH2:5][CH2:4][CH2:3][CH2:2]1. The yield is 0.700. (7) The reactants are C([O:3][C:4]([C:6]1[C:15]2[C:10](=[CH:11][C:12]([O:18][CH3:19])=[C:13]([O:16][CH3:17])[CH:14]=2)[C:9]([C:20](=[O:32])[C:21]2[CH:26]=[CH:25][CH:24]=[C:23]([O:27][CH2:28][C:29]([OH:31])=O)[CH:22]=2)=[N:8][CH:7]=1)=[O:5])C.C(Cl)Cl.[CH3:36][N:37]1[CH2:42][CH2:41][NH:40][CH2:39][CH2:38]1.CN(C(ON1N=NC2C=CC=CC1=2)=[N+](C)C)C.F[P-](F)(F)(F)(F)F.C(N(CC)CC)C. No catalyst specified. The product is [CH3:17][O:16][C:13]1[CH:14]=[C:15]2[C:10](=[CH:11][C:12]=1[O:18][CH3:19])[C:9]([C:20](=[O:32])[C:21]1[CH:26]=[CH:25][CH:24]=[C:23]([O:27][CH2:28][C:29]([N:40]3[CH2:41][CH2:42][N:37]([CH3:36])[CH2:38][CH2:39]3)=[O:31])[CH:22]=1)=[N:8][CH:7]=[C:6]2[C:4]([OH:3])=[O:5]. The yield is 0.350. (8) The reactants are [CH3:1][S:2][CH:3]([C:5]1[CH:6]=[CH:7][C:8]([C:11]([Cl:14])([Cl:13])[Cl:12])=[N:9][CH:10]=1)[CH3:4].[N:15]#[C:16][NH2:17].C(O)(=O)C.C(O)(=O)C.IC1C=CC=CC=1. The catalyst is C1COCC1. The product is [CH3:1][S:2]([CH:3]([C:5]1[CH:10]=[N:9][C:8]([C:11]([Cl:14])([Cl:13])[Cl:12])=[CH:7][CH:6]=1)[CH3:4])=[N:17][C:16]#[N:15]. The yield is 0.400. (9) The catalyst is CN(C=O)C. The product is [CH2:17]([O:9][C:7]1[CH:6]=[C:5]([OH:10])[CH:4]=[C:3]([CH2:2][OH:1])[CH:8]=1)[CH3:18]. The reactants are [OH:1][CH2:2][C:3]1[CH:4]=[C:5]([OH:10])[CH:6]=[C:7]([OH:9])[CH:8]=1.C([O-])([O-])=O.[K+].[K+].[CH2:17](I)[CH3:18]. The yield is 0.420. (10) The reactants are [F:1][C:2]([F:21])([F:20])[C:3]1[C:4](=O)[NH:5][N:6]=[C:7]([C:9]2[CH:14]=[CH:13][C:12]([C:15]([F:18])([F:17])[F:16])=[CH:11][CH:10]=2)[CH:8]=1.P(Br)(Br)([Br:24])=O.CN(C=O)C. No catalyst specified. The product is [Br:24][C:4]1[N:5]=[N:6][C:7]([C:9]2[CH:14]=[CH:13][C:12]([C:15]([F:18])([F:17])[F:16])=[CH:11][CH:10]=2)=[CH:8][C:3]=1[C:2]([F:21])([F:20])[F:1]. The yield is 0.970.